Dataset: Full USPTO retrosynthesis dataset with 1.9M reactions from patents (1976-2016). Task: Predict the reactants needed to synthesize the given product. Given the product [NH2:1][C:2]1[C:3]([C:18]([NH2:20])=[O:19])=[CH:4][C:5]2[C:13]3[C:8](=[CH:9][CH:10]=[CH:11][CH:12]=3)[N:7]([CH2:22][CH2:23][O:24][Si:25]([C:28]([CH3:31])([CH3:30])[CH3:29])([CH3:27])[CH3:26])[C:6]=2[N:17]=1, predict the reactants needed to synthesize it. The reactants are: [NH2:1][C:2]1[C:3]([C:18]([NH2:20])=[O:19])=[CH:4][C:5]2[C:13]3[C:8](=[CH:9][CH:10]=[CH:11][CH:12]=3)[N:7](C(C)C)[C:6]=2[N:17]=1.Br[CH2:22][CH2:23][O:24][Si:25]([C:28]([CH3:31])([CH3:30])[CH3:29])([CH3:27])[CH3:26].BrC(C)C.